From a dataset of Reaction yield outcomes from USPTO patents with 853,638 reactions. Predict the reaction yield, written as a fraction of the theoretical maximum amount of product (1.0 means a 100% yield; for example, 0.34 means a 34% yield). (1) The reactants are Cl.[CH2:2]([C:4]1[CH:5]=[C:6]([C:26]([OH:28])=[O:27])[C:7](=[O:25])[NH:8][C:9]=1[C:10]1[CH:11]=[C:12]2[C:16](=[CH:17][CH:18]=1)[N:15]([CH3:19])[C:14]([C@H:20]1[CH2:24][CH2:23][CH2:22][NH:21]1)=[CH:13]2)[CH3:3].[C:29]([O-])(O)=O.[Na+].C=O.[BH-](OC(C)=O)(OC(C)=O)OC(C)=O.[Na+]. The catalyst is ClC(Cl)C.CC(O)=O. The product is [CH2:2]([C:4]1[CH:5]=[C:6]([C:26]([OH:28])=[O:27])[C:7](=[O:25])[NH:8][C:9]=1[C:10]1[CH:11]=[C:12]2[C:16](=[CH:17][CH:18]=1)[N:15]([CH3:19])[C:14]([C@H:20]1[CH2:24][CH2:23][CH2:22][N:21]1[CH3:29])=[CH:13]2)[CH3:3]. The yield is 0.720. (2) The yield is 0.500. The catalyst is O.C(O)C. The reactants are [O:1]1[C:6]2[CH:7]=[CH:8][C:9]([C:11]3[C:19]4[C:14](=[CH:15][CH:16]=[C:17]([C:20]#[N:21])[CH:18]=4)[NH:13][N:12]=3)=[CH:10][C:5]=2[O:4][CH2:3][CH2:2]1.[OH:22]O.[OH-].[Na+].Cl. The product is [O:1]1[C:6]2[CH:7]=[CH:8][C:9]([C:11]3[C:19]4[C:14](=[CH:15][CH:16]=[C:17]([C:20]([NH2:21])=[O:22])[CH:18]=4)[NH:13][N:12]=3)=[CH:10][C:5]=2[O:4][CH2:3][CH2:2]1. (3) The reactants are [Br:1][C:2]1[C:3]([F:12])=[CH:4][C:5]2[S:9][C:8]([NH2:10])=[N:7][C:6]=2[CH:11]=1.[CH2:13]([N:15]=[C:16]=[O:17])[CH3:14].O. The catalyst is O1CCOCC1. The product is [Br:1][C:2]1[C:3]([F:12])=[CH:4][C:5]2[S:9][C:8]([NH:10][C:16]([NH:15][CH2:13][CH3:14])=[O:17])=[N:7][C:6]=2[CH:11]=1. The yield is 0.690. (4) The reactants are Br[C:2]1[CH:3]=[C:4]([C:8]2[N:13]=[C:12]3[N:14]([CH3:17])[N:15]=[CH:16][C:11]3=[C:10]([C:18]([O:20][CH2:21][CH3:22])=[O:19])[N:9]=2)[CH:5]=[CH:6][CH:7]=1.[C:23]([C@:25]1([OH:32])[CH2:29][CH2:28][N:27]([CH3:30])[C:26]1=[O:31])#[CH:24]. No catalyst specified. The product is [OH:32][C@@:25]1([C:23]#[C:24][C:2]2[CH:3]=[C:4]([C:8]3[N:13]=[C:12]4[N:14]([CH3:17])[N:15]=[CH:16][C:11]4=[C:10]([C:18]([O:20][CH2:21][CH3:22])=[O:19])[N:9]=3)[CH:5]=[CH:6][CH:7]=2)[CH2:29][CH2:28][N:27]([CH3:30])[C:26]1=[O:31]. The yield is 0.920. (5) The reactants are [CH:1]([SiH:4]([CH:11]([CH3:13])[CH3:12])[C:5]#[C:6][Si:7]([CH3:10])([CH3:9])[CH3:8])([CH3:3])[CH3:2].[Br:14]N1C(=O)CCC1=O. The catalyst is ClC(Cl)C. The product is [CH:11]([Si:4]([Br:14])([CH:1]([CH3:3])[CH3:2])[C:5]#[C:6][Si:7]([CH3:9])([CH3:8])[CH3:10])([CH3:13])[CH3:12]. The yield is 0.890.